Dataset: Reaction yield outcomes from USPTO patents with 853,638 reactions. Task: Predict the reaction yield, written as a fraction of the theoretical maximum amount of product (1.0 means a 100% yield; for example, 0.34 means a 34% yield). (1) The reactants are [CH3:1][C:2]([Si:5]([C:21]1[CH:26]=[CH:25][CH:24]=[CH:23][CH:22]=1)([C:15]1[CH:20]=[CH:19][CH:18]=[CH:17][CH:16]=1)[O:6][CH2:7][C@@H:8]1[CH2:13][CH2:12][C@H:11]([CH3:14])[CH2:10][NH:9]1)([CH3:4])[CH3:3].[CH3:27][C:28]1[N:33]=[C:32]([C:34](O)=[O:35])[C:31]([C:37]2[N:42]=[CH:41][CH:40]=[CH:39][N:38]=2)=[CH:30][CH:29]=1.CCN(C(C)C)C(C)C.CN(C(ON1N=NC2C=CC=CC1=2)=[N+](C)C)C.[B-](F)(F)(F)F.C([O-])(O)=O.[Na+]. The catalyst is C(Cl)Cl. The product is [CH3:1][C:2]([Si:5]([C:15]1[CH:16]=[CH:17][CH:18]=[CH:19][CH:20]=1)([C:21]1[CH:26]=[CH:25][CH:24]=[CH:23][CH:22]=1)[O:6][CH2:7][C@@H:8]1[CH2:13][CH2:12][C@H:11]([CH3:14])[CH2:10][N:9]1[C:34]([C:32]1[C:31]([C:37]2[N:42]=[CH:41][CH:40]=[CH:39][N:38]=2)=[CH:30][CH:29]=[C:28]([CH3:27])[N:33]=1)=[O:35])([CH3:3])[CH3:4]. The yield is 0.646. (2) The reactants are O=P(Cl)(Cl)[Cl:3].[CH3:6][O:7][C:8]1[CH:13]=[CH:12][C:11]([C:14]2[N:15]=[C:16](O)[C:17]3[CH:18]=[CH:19][C:20]([C:24]([F:27])([F:26])[F:25])=[N:21][C:22]=3[CH:23]=2)=[CH:10][CH:9]=1. No catalyst specified. The product is [Cl:3][C:16]1[N:15]=[C:14]([C:11]2[CH:12]=[CH:13][C:8]([O:7][CH3:6])=[CH:9][CH:10]=2)[CH:23]=[C:22]2[C:17]=1[CH:18]=[CH:19][C:20]([C:24]([F:27])([F:26])[F:25])=[N:21]2. The yield is 0.550. (3) The yield is 0.300. The product is [Br:22][C:15]1[C:16]([C:18]([O:20][CH3:21])=[O:19])=[N:17][C:12]([NH:11][C@@H:3]2[C:4]3[C:9](=[CH:8][CH:7]=[CH:6][CH:5]=3)[CH2:10][C@@H:2]2[OH:1])=[CH:13][N:14]=1. The reactants are [OH:1][C@H:2]1[CH2:10][C:9]2[C:4](=[CH:5][CH:6]=[CH:7][CH:8]=2)[C@H:3]1[NH:11][C:12]1[N:17]=[C:16]([C:18]([O:20][CH3:21])=[O:19])[CH:15]=[N:14][CH:13]=1.[Br:22]N1C(=O)CCC1=O. The catalyst is C(Cl)Cl. (4) The reactants are [N:1]([C@H:4]([C:15]1[N:16]=[C:17]([C:20]2[CH:25]=[CH:24][CH:23]=[CH:22][CH:21]=2)[S:18][CH:19]=1)[CH2:5][C:6]1[CH:11]=[CH:10][C:9]([N+:12]([O-:14])=[O:13])=[CH:8][CH:7]=1)=[C:2]=[S:3].[C:26]([NH:29][NH2:30])(=O)[CH3:27]. The catalyst is CCO. The product is [CH3:27][C:26]1[S:3][C:2]([NH:1][C@H:4]([C:15]2[N:16]=[C:17]([C:20]3[CH:21]=[CH:22][CH:23]=[CH:24][CH:25]=3)[S:18][CH:19]=2)[CH2:5][C:6]2[CH:11]=[CH:10][C:9]([N+:12]([O-:14])=[O:13])=[CH:8][CH:7]=2)=[N:30][N:29]=1. The yield is 0.930.